Dataset: Forward reaction prediction with 1.9M reactions from USPTO patents (1976-2016). Task: Predict the product of the given reaction. (1) Given the reactants [NH2:1][C:2]1[CH:7]=[CH:6][CH:5]=[CH:4][C:3]=1[NH:8][C:9](=[O:32])[C:10]1[CH:15]=[CH:14][C:13]([CH:16]2[CH2:21][CH2:20][N:19]([CH2:22][C:23]3[C:24]([CH3:31])=[N:25][N:26]([CH3:30])[C:27]=3OC)[CH2:18][CH2:17]2)=[CH:12][CH:11]=1.CN1[CH:38]=[C:37]([CH:39]=O)[C:36](C)=N1.[C:42]([OH:45])(=[O:44])C.[H][H].[OH-].[Na+], predict the reaction product. The product is: [CH3:30][N:26]1[CH:27]=[C:23]([CH2:22][N:19]2[CH2:20][CH2:21][CH:16]([C:13]3[CH:14]=[CH:15][C:10]([C:9]([NH:8][C:3]4[CH:4]=[CH:5][CH:6]=[CH:7][C:2]=4[NH:1][C:42](=[O:44])[O:45][C:37]([CH3:39])([CH3:38])[CH3:36])=[O:32])=[CH:11][CH:12]=3)[CH2:17][CH2:18]2)[C:24]([CH3:31])=[N:25]1. (2) The product is: [CH:59]1[N:51]2[C:52]3[C:57]([N:58]=[C:49]([N:47]([C:11]([C:2]4[CH:3]=[N:4][C:5]5[C:10](=[CH:9][CH:8]=[CH:7][CH:6]=5)[N:1]=4)=[O:13])[NH2:48])[C:50]2=[CH:61][CH:60]=1)=[CH:56][CH:55]=[CH:54][CH:53]=3. Given the reactants [N:1]1[C:10]2[C:5](=[CH:6][CH:7]=[CH:8][CH:9]=2)[N:4]=[CH:3][C:2]=1[C:11]([OH:13])=O.C1(P(C2C=CC=CC=2)C2C=CC=CC=2)C=CC=CC=1.C1C=C(SSC2N=CC=CC=2)N=CC=1.[NH:47]([C:49]1[C:50]2[N:51]([CH:59]=[CH:60][CH:61]=2)[C:52]2[C:57]([N:58]=1)=[CH:56][CH:55]=[CH:54][CH:53]=2)[NH2:48], predict the reaction product. (3) Given the reactants C(OC[N:9]1[C:13]2[N:14]=[N:15][CH:16]=[C:17]([C:18]3[CH:19]=[N:20][N:21]([C:23]4([CH2:29][C:30]#[N:31])[CH2:28][CH2:27][CH2:26][CH2:25][CH2:24]4)[CH:22]=3)[C:12]=2[CH:11]=[CH:10]1)(=O)C(C)(C)C.[OH-].[Na+], predict the reaction product. The product is: [N:14]1[C:13]2[NH:9][CH:10]=[CH:11][C:12]=2[C:17]([C:18]2[CH:19]=[N:20][N:21]([C:23]3([CH2:29][C:30]#[N:31])[CH2:28][CH2:27][CH2:26][CH2:25][CH2:24]3)[CH:22]=2)=[CH:16][N:15]=1. (4) Given the reactants [N+:1]([O-:4])([O-])=[O:2].[K+].FC(F)(F)C(O)=O.[CH3:13][C:14]1[O:18][N:17]=[C:16]([C:19]2[N:24]=[CH:23][C:22]([O:25][C:26]3[CH:31]=[CH:30][C:29]([NH:32][C:33]([C:35]4[CH:40]=[CH:39][CH:38]=[CH:37][N:36]=4)=[O:34])=[C:28]([CH2:41][N:42]4[CH2:46][CH2:45][CH2:44][C:43]4=[O:47])[CH:27]=3)=[CH:21][CH:20]=2)[N:15]=1, predict the reaction product. The product is: [CH3:13][C:14]1[O:18][N:17]=[C:16]([C:19]2[N:24]=[CH:23][C:22]([O:25][C:26]3[CH:27]=[C:28]([CH2:41][N:42]4[CH2:46][CH2:45][CH2:44][C:43]4=[O:47])[C:29]([NH:32][C:33]([C:35]4[CH:40]=[CH:39][CH:38]=[CH:37][N:36]=4)=[O:34])=[C:30]([N+:1]([O-:4])=[O:2])[CH:31]=3)=[CH:21][CH:20]=2)[N:15]=1. (5) Given the reactants Cl[C:2]1[N:7]=[C:6]([CH3:8])[N:5]=[C:4]([O:9][CH2:10][C@H:11]2[CH2:13][C@@H:12]2[C:14]2[N:19]=[CH:18][C:17]([C:20]([OH:23])([CH3:22])[CH3:21])=[CH:16][CH:15]=2)[CH:3]=1.[CH3:24][C:25]1[S:29][C:28]([CH2:30][NH:31][C:32](=[O:38])[O:33][C:34]([CH3:37])([CH3:36])[CH3:35])=[N:27][N:26]=1.C([O-])([O-])=O.[Cs+].[Cs+].C1C=CC(P(C2C(C3C(P(C4C=CC=CC=4)C4C=CC=CC=4)=CC=C4C=3C=CC=C4)=C3C(C=CC=C3)=CC=2)C2C=CC=CC=2)=CC=1, predict the reaction product. The product is: [C:34]([O:33][C:32](=[O:38])[N:31]([C:2]1[CH:3]=[C:4]([O:9][CH2:10][C@H:11]2[CH2:13][C@@H:12]2[C:14]2[CH:15]=[CH:16][C:17]([C:20]([OH:23])([CH3:22])[CH3:21])=[CH:18][N:19]=2)[N:5]=[C:6]([CH3:8])[N:7]=1)[CH2:30][C:28]1[S:29][C:25]([CH3:24])=[N:26][N:27]=1)([CH3:37])([CH3:36])[CH3:35]. (6) The product is: [Br:1][C:2]1[CH:8]=[CH:7][C:6]([Cl:9])=[CH:5][C:3]=1[NH:4][C:20](=[O:21])[O:22][C:23]([CH3:26])([CH3:25])[CH3:24]. Given the reactants [Br:1][C:2]1[CH:8]=[CH:7][C:6]([Cl:9])=[CH:5][C:3]=1[NH2:4].C[Si]([N-][Si](C)(C)C)(C)C.[Na+].[C:20](O[C:20]([O:22][C:23]([CH3:26])([CH3:25])[CH3:24])=[O:21])([O:22][C:23]([CH3:26])([CH3:25])[CH3:24])=[O:21], predict the reaction product.